Dataset: Catalyst prediction with 721,799 reactions and 888 catalyst types from USPTO. Task: Predict which catalyst facilitates the given reaction. (1) Reactant: [C:1]([O:4][C@@H:5]1[C@@H:11]([O:12][C:13](=[O:15])[CH3:14])[C@H:10]([O:16][C:17](=[O:19])[CH3:18])[C@@H:9]([CH2:20][O:21][C:22](=[O:24])[CH3:23])[S:8][CH:6]1[OH:7])(=[O:3])[CH3:2].[CH2:25]([C:27]1[CH:41]=[CH:40][C:30]([CH2:31][C:32]2[C:38](O)=[CH:37][CH:36]=[CH:35][C:33]=2[OH:34])=[CH:29][CH:28]=1)[CH3:26].C1(P(C2C=CC=CC=2)C2C=CC=CC=2)C=CC=CC=1.N(C(OC(C)C)=O)=NC(OC(C)C)=O. Product: [C:1]([O:4][C@@H:5]1[C@@H:11]([O:12][C:13](=[O:15])[CH3:14])[C@H:10]([O:16][C:17](=[O:19])[CH3:18])[C@@H:9]([CH2:20][O:21][C:22](=[O:24])[CH3:23])[S:8][C@H:6]1[O:7][C:38]1[CH:37]=[CH:36][CH:35]=[C:33]([OH:34])[C:32]=1[CH2:31][C:30]1[CH:29]=[CH:28][C:27]([CH2:25][CH3:26])=[CH:41][CH:40]=1)(=[O:3])[CH3:2]. The catalyst class is: 11. (2) Reactant: C([O-])([O-])=O.[K+].[K+].Br[C:8]1[CH:9]=[C:10]([C:15]2[CH:16]=[N:17][C:18]([O:21][CH3:22])=[CH:19][CH:20]=2)[C:11]([NH2:14])=[N:12][CH:13]=1.[CH3:23][S:24]([C:27]1[CH:32]=[CH:31][C:30](B(O)O)=[CH:29][CH:28]=1)(=[O:26])=[O:25]. Product: [CH3:22][O:21][C:18]1[N:17]=[CH:16][C:15]([C:10]2[C:11]([NH2:14])=[N:12][CH:13]=[C:8]([C:30]3[CH:31]=[CH:32][C:27]([S:24]([CH3:23])(=[O:26])=[O:25])=[CH:28][CH:29]=3)[CH:9]=2)=[CH:20][CH:19]=1. The catalyst class is: 12. (3) Reactant: [OH:1][C:2]1([C:11]2[S:12][CH:13]=[C:14]([CH2:16][O:17][C:18]3[C:23]4[CH:24]=[C:25]([C:27]5[N:28]=[C:29]6[N:33]([CH:34]=5)[N:32]=[C:31]([O:35][CH3:36])[S:30]6)[O:26][C:22]=4[CH:21]=[C:20]([O:37][CH3:38])[CH:19]=3)[N:15]=2)[CH2:7][CH2:6][CH:5]([C:8]([OH:10])=O)[CH2:4][CH2:3]1.[NH:39]1[CH2:43][CH2:42][CH2:41][CH2:40]1.CCN(C(C)C)C(C)C.CN(C(ON1N=NC2C=CC=NC1=2)=[N+](C)C)C.F[P-](F)(F)(F)(F)F. Product: [OH:1][C:2]1([C:11]2[S:12][CH:13]=[C:14]([CH2:16][O:17][C:18]3[C:23]4[CH:24]=[C:25]([C:27]5[N:28]=[C:29]6[N:33]([CH:34]=5)[N:32]=[C:31]([O:35][CH3:36])[S:30]6)[O:26][C:22]=4[CH:21]=[C:20]([O:37][CH3:38])[CH:19]=3)[N:15]=2)[CH2:3][CH2:4][CH:5]([C:8]([N:39]2[CH2:43][CH2:42][CH2:41][CH2:40]2)=[O:10])[CH2:6][CH2:7]1. The catalyst class is: 39. (4) Reactant: [O:1]=[C:2]1[C:11]2[C:6](=[CH:7][CH:8]=[CH:9][CH:10]=2)[C:5]([C:12]2[CH:17]=[CH:16][CH:15]=[CH:14][CH:13]=2)=[C:4]([CH:18]([NH:20]C(=O)OC(C)(C)C)[CH3:19])[O:3]1.Cl[C:29]1[N:34]=[CH:33][N:32]=[C:31]2[NH:35][N:36]=[CH:37][C:30]=12.CCN(C(C)C)C(C)C. Product: [NH:35]1[C:31]2=[N:32][CH:33]=[N:34][C:29]([NH:20][CH:18]([C:4]3[O:3][C:2](=[O:1])[C:11]4[C:6]([C:5]=3[C:12]3[CH:17]=[CH:16][CH:15]=[CH:14][CH:13]=3)=[CH:7][CH:8]=[CH:9][CH:10]=4)[CH3:19])=[C:30]2[CH:37]=[N:36]1. The catalyst class is: 107. (5) Reactant: [OH:1][C:2]1[CH:25]=[CH:24][C:5]([O:6][C:7]2[CH:15]=[CH:14][C:13]3[C:9](=[CH:10][N:11]([C:16]4[CH:23]=[CH:22][C:19]([C:20]#[N:21])=[CH:18][CH:17]=4)[N:12]=3)[CH:8]=2)=[CH:4][CH:3]=1.[CH3:26][O:27][CH2:28][CH2:29][C:30]1(Br)[C:35](=[O:36])[NH:34][C:33](=[O:37])[NH:32][C:31]1=[O:38].C1CN2C(=NCCC2)NC1.C(#N)C. Product: [CH:5]([O:6][CH:7]([CH3:15])[CH3:8])([CH3:24])[CH3:4].[CH3:26][O:27][CH2:28][CH2:29][C:30]1([O:1][C:2]2[CH:25]=[CH:24][C:5]([O:6][C:7]3[CH:15]=[CH:14][C:13]4[C:9](=[CH:10][N:11]([C:16]5[CH:23]=[CH:22][C:19]([C:20]#[N:21])=[CH:18][CH:17]=5)[N:12]=4)[CH:8]=3)=[CH:4][CH:3]=2)[C:31](=[O:38])[NH:32][C:33](=[O:37])[NH:34][C:35]1=[O:36]. The catalyst class is: 130. (6) Reactant: Cl[C:2]1[N:7]=[C:6]([Cl:8])[N:5]=[C:4]([O:9][CH2:10][C:11]2([C:14]#[N:15])[CH2:13][CH2:12]2)[N:3]=1.Cl.[NH:17]1[CH2:22][CH2:21][CH:20]([C:23]2[C:31]3[C:26](=[N:27][CH:28]=[N:29][CH:30]=3)[NH:25][N:24]=2)[CH2:19][CH2:18]1.CCN(C(C)C)C(C)C.CO. Product: [Cl:8][C:6]1[N:7]=[C:2]([N:17]2[CH2:22][CH2:21][CH:20]([C:23]3[C:31]4[C:26](=[N:27][CH:28]=[N:29][CH:30]=4)[NH:25][N:24]=3)[CH2:19][CH2:18]2)[N:3]=[C:4]([O:9][CH2:10][C:11]2([C:14]#[N:15])[CH2:13][CH2:12]2)[N:5]=1. The catalyst class is: 49.